From a dataset of Full USPTO retrosynthesis dataset with 1.9M reactions from patents (1976-2016). Predict the reactants needed to synthesize the given product. (1) Given the product [F:36][C:28]1[C:29]([O:34][CH3:35])=[CH:30][C:31]([O:32][CH3:33])=[C:2]([F:1])[C:3]=1[CH2:4][O:5][C:6]1[CH:11]=[N:10][C:9]([NH:12][C:13]2[CH:14]=[N:15][N:16]([CH2:18][CH2:19][CH2:20][OH:21])[CH:17]=2)=[N:8][CH:7]=1, predict the reactants needed to synthesize it. The reactants are: [F:1][C:2]1[C:31]([O:32][CH3:33])=[CH:30][C:29]([O:34][CH3:35])=[C:28]([F:36])[C:3]=1[CH2:4][O:5][C:6]1[CH:7]=[N:8][C:9]([NH:12][C:13]2[CH:14]=[N:15][N:16]([CH2:18][CH2:19][CH2:20][O:21]C3CCCCO3)[CH:17]=2)=[N:10][CH:11]=1.O1CCCC1.O. (2) Given the product [C:1]1([N:7]2[C:11](=[O:12])[CH2:10][C:9](=[O:14])[NH:8]2)[CH:6]=[CH:5][CH:4]=[CH:3][CH:2]=1, predict the reactants needed to synthesize it. The reactants are: [C:1]1([NH:7][NH2:8])[CH:6]=[CH:5][CH:4]=[CH:3][CH:2]=1.[C:9](Cl)(=[O:14])[CH2:10][C:11](Cl)=[O:12]. (3) The reactants are: N1C=CC(C2[CH:11]=[N:10][NH:9]C=2C2C=CC(CCC3C=CC4C(=CC=CC=4)N=3)=CC=2)=CC=1.[CH3:30]NN.[Cl:33][C:34]1[CH:39]=[C:38]([CH2:40][C:41]([C:43]2[CH:48]=[CH:47][C:46]([O:49][CH2:50][C:51]3[CH:60]=[CH:59][C:58]4[C:53](=[CH:54][CH:55]=[CH:56][CH:57]=4)[N:52]=3)=[CH:45][CH:44]=2)=O)[CH:37]=[CH:36][N:35]=1. Given the product [Cl:33][C:34]1[CH:39]=[C:38]([C:40]2[C:41]([C:43]3[CH:48]=[CH:47][C:46]([O:49][CH2:50][C:51]4[CH:60]=[CH:59][C:58]5[C:53](=[CH:54][CH:55]=[CH:56][CH:57]=5)[N:52]=4)=[CH:45][CH:44]=3)=[N:9][N:10]([CH3:11])[CH:30]=2)[CH:37]=[CH:36][N:35]=1, predict the reactants needed to synthesize it. (4) Given the product [CH2:37]([O:44][C:45]1[CH:50]=[C:49]([C:23]2[CH:24]=[CH:25][CH:26]=[CH:27][CH:28]=2)[CH:48]=[C:47]([Cl:52])[N:46]=1)[C:38]1[CH:39]=[CH:40][CH:41]=[CH:42][CH:43]=1, predict the reactants needed to synthesize it. The reactants are: C1(B(O)O)C=CC=CC=1.[CH:23]1(P([CH:23]2[CH2:28][CH2:27][CH2:26][CH2:25][CH2:24]2)[CH:23]2[CH2:28][CH2:27][CH2:26][CH2:25][CH2:24]2)[CH2:28][CH2:27][CH2:26][CH2:25][CH2:24]1.[O-]P([O-])([O-])=O.[K+].[K+].[K+].[CH2:37]([O:44][C:45]1[CH:50]=[C:49](I)[CH:48]=[C:47]([Cl:52])[N:46]=1)[C:38]1[CH:43]=[CH:42][CH:41]=[CH:40][CH:39]=1.